This data is from Catalyst prediction with 721,799 reactions and 888 catalyst types from USPTO. The task is: Predict which catalyst facilitates the given reaction. Reactant: [C:1]([O:5][C:6](=[O:40])[CH2:7][CH2:8][C@H:9]([NH:29]C(OCC1C=CC=CC=1)=O)[CH2:10][O:11][Si:12]([C:25]([CH3:28])([CH3:27])[CH3:26])([C:19]1[CH:24]=[CH:23][CH:22]=[CH:21][CH:20]=1)[C:13]1[CH:18]=[CH:17][CH:16]=[CH:15][CH:14]=1)([CH3:4])([CH3:3])[CH3:2]. Product: [C:1]([O:5][C:6](=[O:40])[CH2:7][CH2:8][C@H:9]([NH2:29])[CH2:10][O:11][Si:12]([C:25]([CH3:28])([CH3:27])[CH3:26])([C:19]1[CH:20]=[CH:21][CH:22]=[CH:23][CH:24]=1)[C:13]1[CH:14]=[CH:15][CH:16]=[CH:17][CH:18]=1)([CH3:4])([CH3:2])[CH3:3]. The catalyst class is: 7.